From a dataset of Peptide-MHC class I binding affinity with 185,985 pairs from IEDB/IMGT. Regression. Given a peptide amino acid sequence and an MHC pseudo amino acid sequence, predict their binding affinity value. This is MHC class I binding data. (1) The peptide sequence is EEFLQCGRL. The MHC is HLA-B35:01 with pseudo-sequence HLA-B35:01. The binding affinity (normalized) is 0.0847. (2) The peptide sequence is SLLSLREVK. The MHC is HLA-A31:01 with pseudo-sequence HLA-A31:01. The binding affinity (normalized) is 0.517. (3) The peptide sequence is YSLEYFQFVKK. The MHC is HLA-B51:01 with pseudo-sequence HLA-B51:01. The binding affinity (normalized) is 0.0847. (4) The peptide sequence is AMLGHAGDM. The MHC is HLA-B15:01 with pseudo-sequence HLA-B15:01. The binding affinity (normalized) is 0.0472. (5) The peptide sequence is ELADQLIHL. The MHC is HLA-A02:01 with pseudo-sequence HLA-A02:01. The binding affinity (normalized) is 0.348. (6) The MHC is HLA-A30:01 with pseudo-sequence HLA-A30:01. The peptide sequence is HIKTIAVSV. The binding affinity (normalized) is 0.612. (7) The peptide sequence is FQAQNGQFI. The MHC is H-2-Kb with pseudo-sequence H-2-Kb. The binding affinity (normalized) is 0.130. (8) The peptide sequence is RYYDGNIYEL. The MHC is Patr-A0901 with pseudo-sequence Patr-A0901. The binding affinity (normalized) is 1.00.